From a dataset of Catalyst prediction with 721,799 reactions and 888 catalyst types from USPTO. Predict which catalyst facilitates the given reaction. (1) Reactant: [NH2:1][N:2]1[CH:6]=[CH:5][CH:4]=[C:3]1[C:7]([NH:9][C:10]1[CH:15]=[CH:14][CH:13]=[CH:12][CH:11]=1)=[O:8].[C:16]([O:20][C:21]([NH:23][C@@H:24]([CH3:28])[C:25](O)=[O:26])=[O:22])([CH3:19])([CH3:18])[CH3:17].CCN=C=NCCCN(C)C.Cl. Product: [O:26]=[C:25]([NH:1][N:2]1[CH:6]=[CH:5][CH:4]=[C:3]1[C:7](=[O:8])[NH:9][C:10]1[CH:15]=[CH:14][CH:13]=[CH:12][CH:11]=1)[C@@H:24]([NH:23][C:21](=[O:22])[O:20][C:16]([CH3:19])([CH3:18])[CH3:17])[CH3:28]. The catalyst class is: 3. (2) Reactant: [CH2:1]=[C:2]1[O:6][C:4](=[O:5])[CH2:3]1.[CH3:7][N:8]([CH2:10][CH2:11][CH2:12][OH:13])[CH3:9]. Product: [CH3:7][N:8]([CH2:10][CH2:11][CH2:12][O:13][C:4](=[O:5])[CH2:3][C:2]([CH3:1])=[O:6])[CH3:9]. The catalyst class is: 11.